This data is from Reaction yield outcomes from USPTO patents with 853,638 reactions. The task is: Predict the reaction yield, written as a fraction of the theoretical maximum amount of product (1.0 means a 100% yield; for example, 0.34 means a 34% yield). (1) The reactants are [CH:1]1[C:10]2[C:11]3[CH2:16][N:15]=[CH:14][CH2:13][C:12]=3[N:8]3[C:9]=2[C:4]([CH2:5][CH2:6][CH2:7]3)=[CH:3][CH:2]=1.Cl[CH2:18][CH2:19][CH2:20][C:21]([C:23]1[CH:28]=[CH:27][C:26]([F:29])=[CH:25][CH:24]=1)=[O:22].C([O-])([O-])=O.[K+].[K+]. No catalyst specified. The product is [F:29][C:26]1[CH:25]=[CH:24][C:23]([C:21](=[O:22])[CH2:20][CH2:19][CH2:18][N:15]2[CH2:14][CH2:13][C:12]3[N:8]4[C:9]5[C:4](=[CH:3][CH:2]=[CH:1][C:10]=5[C:11]=3[CH2:16]2)[CH2:5][CH2:6][CH2:7]4)=[CH:28][CH:27]=1. The yield is 0.280. (2) The reactants are [CH3:1][C:2]([CH3:26])([CH2:18][O:19]C1CCCCO1)[CH2:3][N:4]1[CH:8]=[C:7]([B:9]2[O:13][C:12]([CH3:15])([CH3:14])[C:11]([CH3:17])([CH3:16])[O:10]2)[CH:6]=[N:5]1.CC1C=CC(S(O)(=O)=O)=CC=1.O.C([O-])(O)=O.[Na+]. The catalyst is CCO. The product is [CH3:1][C:2]([CH3:26])([CH2:3][N:4]1[CH:8]=[C:7]([B:9]2[O:13][C:12]([CH3:15])([CH3:14])[C:11]([CH3:17])([CH3:16])[O:10]2)[CH:6]=[N:5]1)[CH2:18][OH:19]. The yield is 0.570. (3) The reactants are [Cl:1][C:2]1[CH:3]=[N:4][CH:5]=[C:6]([Cl:42])[C:7]=1[C:8](=[O:41])[CH2:9][N:10]([CH2:32][C:33]1[CH:38]=[C:37]([F:39])[CH:36]=[C:35]([F:40])[CH:34]=1)[C:11]([C:13]1[CH:14]=[N:15][N:16]([C@H:21]2[CH2:26][CH2:25][C@H:24]([C:27]([O:29]CC)=[O:28])[CH2:23][CH2:22]2)[C:17]=1[CH:18]([F:20])[F:19])=[O:12].Cl.O. The catalyst is O1CCOCC1. The product is [Cl:42][C:6]1[CH:5]=[N:4][CH:3]=[C:2]([Cl:1])[C:7]=1[C:8](=[O:41])[CH2:9][N:10]([CH2:32][C:33]1[CH:38]=[C:37]([F:39])[CH:36]=[C:35]([F:40])[CH:34]=1)[C:11]([C:13]1[CH:14]=[N:15][N:16]([C@H:21]2[CH2:26][CH2:25][C@H:24]([C:27]([OH:29])=[O:28])[CH2:23][CH2:22]2)[C:17]=1[CH:18]([F:19])[F:20])=[O:12]. The yield is 0.620. (4) The yield is 0.730. The reactants are [N+:1]([C:4]1[CH:5]=[C:6]([CH:8]=[CH:9][CH:10]=1)[NH2:7])([O-:3])=[O:2].[N:11]([O-])=O.[Na+].[Cl:15][Sn]Cl.O. The catalyst is O.Cl. The product is [ClH:15].[N+:1]([C:4]1[CH:5]=[C:6]([NH:7][NH2:11])[CH:8]=[CH:9][CH:10]=1)([O-:3])=[O:2]. (5) The reactants are C([Si](C)(C)[O:6][C:7]1[CH:8]=[C:9]([CH:46]=[CH:47][CH:48]=1)[CH2:10][C@@H:11]1[NH:34][C:33](=[O:35])[C@H:32]([CH:36]([CH3:38])[CH3:37])[NH:31][C:30](=[O:39])[C@H:29]([CH3:40])[C@H:28]([O:41][CH3:42])[CH2:27][CH2:26][CH:25]=[CH:24][CH:23]=[CH:22][CH2:21][CH2:20][O:19][C:18](=[O:43])[C@H:17]2[NH:44][N:13]([CH2:14][CH2:15][CH2:16]2)[C:12]1=[O:45])(C)(C)C.[F-].C([N+](CCCC)(CCCC)CCCC)CCC.C(=O)(O)[O-].[Na+]. The catalyst is O1CCCC1. The product is [OH:6][C:7]1[CH:8]=[C:9]([CH:46]=[CH:47][CH:48]=1)[CH2:10][C@@H:11]1[NH:34][C:33](=[O:35])[C@H:32]([CH:36]([CH3:38])[CH3:37])[NH:31][C:30](=[O:39])[C@H:29]([CH3:40])[C@H:28]([O:41][CH3:42])[CH2:27][CH2:26][CH:25]=[CH:24][CH:23]=[CH:22][CH2:21][CH2:20][O:19][C:18](=[O:43])[C@H:17]2[NH:44][N:13]([CH2:14][CH2:15][CH2:16]2)[C:12]1=[O:45]. The yield is 0.470. (6) The reactants are [C:1]([CH2:4][CH2:5][C:6]1[C:10]([CH3:11])=[CH:9][NH:8][CH:7]=1)([OH:3])=[O:2].CO.[CH3:14][C:15]1C=CC(S(N(N=O)C)(=O)=O)=CC=1.[OH-].[K+]. The catalyst is C(OCC)C.C(O)C.O. The product is [CH2:14]([O:2][C:1]([CH2:4][CH2:5][C:6]1[C:10]([CH3:11])=[CH:9][NH:8][CH:7]=1)=[O:3])[CH3:15]. The yield is 0.806. (7) The product is [Br:1][C:2]1[CH:3]=[N:4][CH:5]=[C:6]([CH:10]=1)[C:7]([N:23]=[S@@:21]([CH3:20])(=[O:22])[C:24]1[CH:29]=[CH:28][CH:27]=[CH:26][CH:25]=1)=[O:9]. The reactants are [Br:1][C:2]1[CH:3]=[N:4][CH:5]=[C:6]([CH:10]=1)[C:7]([OH:9])=O.C(N(CC)C(C)C)(C)C.[CH3:20][S@:21]([C:24]1[CH:29]=[CH:28][CH:27]=[CH:26][CH:25]=1)(=[NH:23])=[O:22]. The catalyst is CN(C=O)C. The yield is 0.920. (8) The yield is 0.177. The reactants are [Cl:1][C:2]1[CH:11]=[C:10]2[C:5]([N:6]=[CH:7][C:8]([CH2:12][CH2:13][C:14]3[N:18]=[C:17]([N:19]4[CH2:23][CH2:22][CH2:21][CH2:20]4)[N:16](CC4C=CC(OC)=CC=4)[N:15]=3)=[N:9]2)=[CH:4][CH:3]=1.FC(F)(F)C(O)=O.C1(OC)C=CC=CC=1.[OH-].[Na+]. The product is [Cl:1][C:2]1[CH:11]=[C:10]2[C:5]([N:6]=[CH:7][C:8]([CH2:12][CH2:13][C:14]3[N:18]=[C:17]([N:19]4[CH2:23][CH2:22][CH2:21][CH2:20]4)[NH:16][N:15]=3)=[N:9]2)=[CH:4][CH:3]=1. No catalyst specified. (9) The reactants are [CH3:1][N:2]1[CH:6]=[C:5]([C:7]2[O:11][N:10]=[C:9]([C:12]3[CH:17]=[CH:16][C:15]([O:18][C:19]([F:22])([F:21])[F:20])=[CH:14][CH:13]=3)[N:8]=2)[N:4]=[CH:3]1.[Li]CCCC.[Cl:28][C:29]1[CH:30]=[C:31]([CH:34]=[CH:35][N:36]=1)[CH:32]=[O:33]. The catalyst is C1COCC1. The product is [Cl:28][C:29]1[CH:30]=[C:31]([CH:32]([C:3]2[N:2]([CH3:1])[CH:6]=[C:5]([C:7]3[O:11][N:10]=[C:9]([C:12]4[CH:13]=[CH:14][C:15]([O:18][C:19]([F:20])([F:22])[F:21])=[CH:16][CH:17]=4)[N:8]=3)[N:4]=2)[OH:33])[CH:34]=[CH:35][N:36]=1. The yield is 0.317.